Dataset: Full USPTO retrosynthesis dataset with 1.9M reactions from patents (1976-2016). Task: Predict the reactants needed to synthesize the given product. (1) Given the product [Cl:26][C:27]1[CH:28]=[C:29]2[C:34](=[CH:35][CH:36]=1)[CH:33]=[C:32]([S:37]([NH:1][CH:2]1[CH2:6][CH2:5][N:4]([C:7]3[CH:8]=[C:9]4[C:14](=[CH:15][C:16]=3[F:17])[CH2:13][N:12]([C:18]([O:20][C:21]([CH3:22])([CH3:24])[CH3:23])=[O:19])[CH2:11][CH2:10]4)[C:3]1=[O:25])(=[O:39])=[O:38])[CH:31]=[CH:30]2, predict the reactants needed to synthesize it. The reactants are: [NH2:1][C@H:2]1[CH2:6][CH2:5][N:4]([C:7]2[CH:8]=[C:9]3[C:14](=[CH:15][C:16]=2[F:17])[CH2:13][N:12]([C:18]([O:20][C:21]([CH3:24])([CH3:23])[CH3:22])=[O:19])[CH2:11][CH2:10]3)[C:3]1=[O:25].[Cl:26][C:27]1[CH:28]=[C:29]2[C:34](=[CH:35][CH:36]=1)[CH:33]=[C:32]([S:37](Cl)(=[O:39])=[O:38])[CH:31]=[CH:30]2. (2) Given the product [CH2:6]([CH:5]([O:29][CH2:30][CH3:2])[CH:4]1[O:36][CH2:3]1)[CH2:7][CH2:8][CH2:10][CH2:11][CH3:12], predict the reactants needed to synthesize it. The reactants are: C[C@H:2]1[CH2:30][O:29][C@@:5]2(O[C@H:8]3[CH2:10][C@H:11]4[C@@H]5CC=C6C[C@@H](O)CC[C@]6(C)[C@H]5CC[C@:12]4(C)[C@H:7]3[C@@H:6]2C)[CH2:4][CH2:3]1.[OH-].[K+].C(OCC(CC)CCCC)C1[O:36]C1. (3) Given the product [Br:1][C:2]1[CH:7]=[CH:6][C:5]([NH:8][C:9]2[C:10]([C:20](=[O:26])[CH2:21][OH:22])=[CH:11][C:12]3[N:16]([CH3:17])[CH:15]=[N:14][C:13]=3[C:18]=2[F:19])=[C:4]([Cl:27])[CH:3]=1, predict the reactants needed to synthesize it. The reactants are: [Br:1][C:2]1[CH:7]=[CH:6][C:5]([NH:8][C:9]2[C:10]([C:20](=[O:26])[CH2:21][O:22]COC)=[CH:11][C:12]3[N:16]([CH3:17])[CH:15]=[N:14][C:13]=3[C:18]=2[F:19])=[C:4]([Cl:27])[CH:3]=1.Cl.CO.C([O-])(O)=O.[Na+]. (4) Given the product [Cl:1][C:2]1[CH:7]=[CH:6][C:5]([C:8]2[C:12]3[CH:13]([CH3:23])[N:14]([C:17](=[O:19])[CH3:18])[CH2:15][CH2:16][C:11]=3[N:10]([CH:32]3[CH2:31][O:33]3)[N:9]=2)=[CH:4][C:3]=1[N+:20]([O-:22])=[O:21], predict the reactants needed to synthesize it. The reactants are: [Cl:1][C:2]1[CH:7]=[CH:6][C:5]([C:8]2[C:12]3[CH2:13][N:14]([C:17](=[O:19])[CH3:18])[CH2:15][CH2:16][C:11]=3[NH:10][N:9]=2)=[CH:4][C:3]=1[N+:20]([O-:22])=[O:21].[C:23](=O)([O-])[O-].[Cs+].[Cs+].C([CH:31]1[O:33][CH2:32]1)Cl. (5) Given the product [CH2:16]([S:24]([NH:1][C:2]1[CH:3]=[C:4]([CH:9]=[C:10]([CH2:12][CH2:13][CH3:14])[CH:11]=1)[C:5]([O:7][CH3:8])=[O:6])(=[O:26])=[O:25])[CH2:17][CH:18]=[CH2:19], predict the reactants needed to synthesize it. The reactants are: [NH2:1][C:2]1[CH:3]=[C:4]([CH:9]=[C:10]([CH2:12][CH2:13][CH3:14])[CH:11]=1)[C:5]([O:7][CH3:8])=[O:6].N1C=[CH:19][CH:18]=[CH:17][CH:16]=1.C([S:24](Cl)(=[O:26])=[O:25])C=C. (6) Given the product [NH2:9][C:3]1[N:4]=[CH:5][N:6]=[C:7]([O:17][C:13]2[CH:12]=[C:11]([NH:10][C:42](=[O:45])[CH:43]=[CH2:44])[CH:16]=[CH:15][CH:14]=2)[C:2]=1[C:30]1[CH:29]=[N:28][N:27]([CH2:26][C:22]2[CH:23]=[CH:24][CH:25]=[C:20]([N:19]([CH3:41])[CH3:18])[CH:21]=2)[CH:31]=1, predict the reactants needed to synthesize it. The reactants are: Cl[C:2]1[C:3]([NH2:9])=[N:4][CH:5]=[N:6][C:7]=1Cl.[NH2:10][C:11]1[CH:12]=[C:13]([OH:17])[CH:14]=[CH:15][CH:16]=1.[CH3:18][N:19]([CH3:41])[C:20]1[CH:25]=[CH:24][CH:23]=[C:22]([CH2:26][N:27]2[CH:31]=[C:30](B3OC(C)(C)C(C)(C)O3)[CH:29]=[N:28]2)[CH:21]=1.[C:42](Cl)(=[O:45])[CH:43]=[CH2:44]. (7) Given the product [C:1]([O:5][C:6]([N:8]1[CH2:13][CH:12]=[C:11]([C:14]2[NH:23][C:17]3[N:18]=[CH:19][N:20]=[C:21]([NH:24][C:25]4[CH:26]=[CH:27][C:28](=[O:37])[N:29]([C:31]5[CH:36]=[CH:35][CH:34]=[CH:33][CH:32]=5)[CH:30]=4)[C:16]=3[CH:15]=2)[CH2:10][CH2:9]1)=[O:7])([CH3:4])([CH3:3])[CH3:2], predict the reactants needed to synthesize it. The reactants are: [C:1]([O:5][C:6]([N:8]1[CH2:13][CH:12]=[C:11]([C:14]2[NH:23][C:17]3[N:18]=[CH:19][N:20]=[C:21](Cl)[C:16]=3[CH:15]=2)[CH2:10][CH2:9]1)=[O:7])([CH3:4])([CH3:3])[CH3:2].[NH2:24][C:25]1[CH:26]=[CH:27][C:28](=[O:37])[N:29]([C:31]2[CH:36]=[CH:35][CH:34]=[CH:33][CH:32]=2)[CH:30]=1. (8) Given the product [CH2:1]([O:8][C:9]([N:11]1[CH2:15][CH2:14][C@@H:13]([NH:16][C:17]([O:19][CH2:20][C:21]2[CH:26]=[CH:25][CH:24]=[CH:23][CH:22]=2)=[O:18])[C@H:12]1[CH2:27][N:39]=[N+:40]=[N-:41])=[O:10])[C:2]1[CH:7]=[CH:6][CH:5]=[CH:4][CH:3]=1, predict the reactants needed to synthesize it. The reactants are: [CH2:1]([O:8][C:9]([N:11]1[CH2:15][CH2:14][C@@H:13]([NH:16][C:17]([O:19][CH2:20][C:21]2[CH:26]=[CH:25][CH:24]=[CH:23][CH:22]=2)=[O:18])[C@H:12]1[CH2:27]OS(C1C=CC(C)=CC=1)(=O)=O)=[O:10])[C:2]1[CH:7]=[CH:6][CH:5]=[CH:4][CH:3]=1.[N-:39]=[N+:40]=[N-:41].[Na+]. (9) Given the product [Br:1][CH2:2][CH2:3][CH2:4][CH2:5][CH2:6][CH2:7][CH2:8][CH2:9][O:10][C:11]1[CH:12]=[CH:13][C:14]([CH3:18])=[CH:15][CH:16]=1, predict the reactants needed to synthesize it. The reactants are: [Br:1][CH2:2][CH2:3][CH2:4][CH2:5][CH2:6][CH2:7][CH2:8][CH2:9][O:10][C:11]1[CH:16]=[CH:15][CH:14]=[C:13](C)[CH:12]=1.[CH:18]1C(O)=CC=C(C)C=1.BrCCCCCCCCBr.C([O-])([O-])=O.[K+].[K+].